This data is from Forward reaction prediction with 1.9M reactions from USPTO patents (1976-2016). The task is: Predict the product of the given reaction. (1) Given the reactants [NH:1]1[C:9]2[C:4](=[CH:5][CH:6]=[CH:7][CH:8]=2)[C:3]2([C:21]3[C:12](=[CH:13][C:14]4OC[CH2:17][O:16][C:15]=4[CH:20]=3)[O:11][CH2:10]2)[C:2]1=[O:22].N1C2C(=CC=CC=2)[C@@:25]2([C:43]3[C:34](=CC4OCCO[C:37]=4[CH:42]=3)OC2)C1=O.CC1C=CC(S([O:55][CH2:56]CC2CC2)(=O)=O)=CC=1.BrCCCCC, predict the reaction product. The product is: [CH:43]1([CH2:42][CH2:37][N:1]2[C:9]3[C:4](=[CH:5][CH:6]=[CH:7][CH:8]=3)[C:3]3([C:21]4[C:12](=[CH:13][C:14]5[CH2:56][O:55][CH2:17][O:16][C:15]=5[CH:20]=4)[O:11][CH2:10]3)[C:2]2=[O:22])[CH2:34][CH2:25]1. (2) The product is: [Si:1]([O:8][C@H:9]1[CH2:10][CH2:11][C@H:12]([N:15]2[C:20](=[O:21])[C:19]([CH2:22][C:23]3[CH:24]=[CH:25][C:26]([C:29]4[C:30]([C:35]#[N:36])=[CH:31][CH:32]=[CH:33][CH:34]=4)=[CH:27][CH:28]=3)=[C:18]([CH2:37][CH2:38][CH3:39])[N:17]3[N:40]=[CH:41][C:42]([F:43])=[C:16]23)[CH2:13][CH2:14]1)([C:4]([CH3:5])([CH3:6])[CH3:7])([CH3:3])[CH3:2]. Given the reactants [Si:1]([O:8][C@H:9]1[CH2:14][CH2:13][C@H:12]([N:15]2[C:20](=[O:21])[C:19]([CH2:22][C:23]3[CH:28]=[CH:27][C:26]([C:29]4[C:30]([C:35]#[N:36])=[CH:31][CH:32]=[CH:33][CH:34]=4)=[CH:25][CH:24]=3)=[C:18]([CH2:37][CH2:38][CH3:39])[N:17]3[N:40]=[CH:41][CH:42]=[C:16]23)[CH2:11][CH2:10]1)([C:4]([CH3:7])([CH3:6])[CH3:5])([CH3:3])[CH3:2].[F:43][B-](F)(F)F.F[B-](F)(F)F.ClC[N+]12CC[N+](F)(CC1)CC2.C(OCC)(=O)C.C(=O)([O-])O.[Na+], predict the reaction product.